This data is from Peptide-MHC class I binding affinity with 185,985 pairs from IEDB/IMGT. The task is: Regression. Given a peptide amino acid sequence and an MHC pseudo amino acid sequence, predict their binding affinity value. This is MHC class I binding data. (1) The peptide sequence is VSTPPLVRL. The MHC is Mamu-A02 with pseudo-sequence Mamu-A02. The binding affinity (normalized) is 0.307. (2) The peptide sequence is AEMMAPSMF. The MHC is HLA-B15:03 with pseudo-sequence HLA-B15:03. The binding affinity (normalized) is 0.737. (3) The peptide sequence is AEQASQDVKNW. The MHC is HLA-A31:01 with pseudo-sequence HLA-A31:01. The binding affinity (normalized) is 0. (4) The peptide sequence is IPYLRNYMVI. The MHC is HLA-A03:01 with pseudo-sequence HLA-A03:01. The binding affinity (normalized) is 0.532. (5) The peptide sequence is YFPREGVFVF. The MHC is Patr-A0901 with pseudo-sequence Patr-A0901. The binding affinity (normalized) is 0.209. (6) The peptide sequence is IYQEPFKNLK. The MHC is HLA-B35:03 with pseudo-sequence HLA-B35:03. The binding affinity (normalized) is 0. (7) The peptide sequence is LFNSHRISHF. The MHC is HLA-A68:02 with pseudo-sequence HLA-A68:02. The binding affinity (normalized) is 0. (8) The peptide sequence is LFKLLEYSNQN. The MHC is H-2-Kb with pseudo-sequence H-2-Kb. The binding affinity (normalized) is 0.140. (9) The peptide sequence is QFAGGSFDF. The MHC is HLA-B58:01 with pseudo-sequence HLA-B58:01. The binding affinity (normalized) is 0.655.